This data is from Reaction yield outcomes from USPTO patents with 853,638 reactions. The task is: Predict the reaction yield, written as a fraction of the theoretical maximum amount of product (1.0 means a 100% yield; for example, 0.34 means a 34% yield). (1) The reactants are [OH:1][C:2]1([C:5]([OH:7])=O)[CH2:4][CH2:3]1.Cl.C[N:10]1[C:14]2[CH:15]=[CH:16][C:17]([C:19]3[CH:24]=[CH:23][C:22]([C:25]([N:27]4[CH2:32][CH2:31][NH:30][CH2:29][CH2:28]4)=[O:26])=[CH:21][CH:20]=3)=[CH:18][C:13]=2[NH:12][NH:11]1.[CH3:33]N(C(ON1N=NC2C=CC=CC1=2)=[N+](C)C)C.F[P-](F)(F)(F)(F)F.CCN(C(C)C)C(C)C. The catalyst is CN(C)C=O.O. The product is [OH:1][C:2]1([C:5]([N:30]2[CH2:29][CH2:28][N:27]([C:25]([C:22]3[CH:23]=[CH:24][C:19]([C:17]4[CH:16]=[CH:15][C:14]5=[N:10][N:11]([CH3:33])[N:12]=[C:13]5[CH:18]=4)=[CH:20][CH:21]=3)=[O:26])[CH2:32][CH2:31]2)=[O:7])[CH2:4][CH2:3]1. The yield is 0.100. (2) The reactants are Br[CH2:2][C:3]([O:5][CH2:6][C:7]1[CH:12]=[CH:11][CH:10]=[CH:9][CH:8]=1)=[O:4].[O:13]=[C:14]1[CH2:19][CH2:18][N:17]([C:20]([O:22][C:23]([CH3:26])([CH3:25])[CH3:24])=[O:21])[CH2:16][CH2:15]1.O.C(OCC)(=O)C. The catalyst is C1COCC1.[Zn]. The product is [CH2:6]([O:5][C:3](=[O:4])[CH2:2][C:14]1([OH:13])[CH2:15][CH2:16][N:17]([C:20]([O:22][C:23]([CH3:25])([CH3:24])[CH3:26])=[O:21])[CH2:18][CH2:19]1)[C:7]1[CH:12]=[CH:11][CH:10]=[CH:9][CH:8]=1. The yield is 0.830. (3) The product is [NH2:25][C:22]1[N:23]=[CH:24][C:19]([C:11]2[C:10]([F:26])=[C:9]([C:14]([CH:15]3[CH2:16][CH2:17][CH2:18]3)=[CH:13][CH:12]=2)[O:8][CH2:7][C:6]([OH:27])=[O:5])=[N:20][CH:21]=1. The yield is 0.950. The catalyst is C(O)=O. The reactants are C([O:5][C:6](=[O:27])[CH2:7][O:8][C:9]1[C:14]([CH:15]2[CH2:18][CH2:17][CH2:16]2)=[CH:13][CH:12]=[C:11]([C:19]2[CH:24]=[N:23][C:22]([NH2:25])=[CH:21][N:20]=2)[C:10]=1[F:26])(C)(C)C. (4) The reactants are [N:1]1([C:9]([O:11][C:12]([CH3:15])([CH3:14])[CH3:13])=[O:10])[CH2:8][CH2:7][CH2:6][C@H:2]1[C:3](O)=[O:4].C(N(C(C)C)CC)(C)C. The catalyst is C(#N)C. The product is [CH:3]([C@@H:2]1[CH2:6][CH2:7][CH2:8][N:1]1[C:9]([O:11][C:12]([CH3:15])([CH3:14])[CH3:13])=[O:10])=[O:4]. The yield is 0.680. (5) The reactants are [Cl:1][C:2]1[CH:3]=[C:4]([CH:18]=[CH:19][C:20]=1[Cl:21])[CH2:5][CH:6]1[C:13]2[CH:12]=[C:11]([C:14]([O:16]C)=[O:15])[NH:10][C:9]=2[CH2:8][CH2:7]1.[OH-].[Li+].CO. The catalyst is C1COCC1. The product is [Cl:1][C:2]1[CH:3]=[C:4]([CH:18]=[CH:19][C:20]=1[Cl:21])[CH2:5][CH:6]1[C:13]2[CH:12]=[C:11]([C:14]([OH:16])=[O:15])[NH:10][C:9]=2[CH2:8][CH2:7]1. The yield is 0.230.